This data is from Full USPTO retrosynthesis dataset with 1.9M reactions from patents (1976-2016). The task is: Predict the reactants needed to synthesize the given product. (1) Given the product [CH3:3][CH:4]1[CH2:9][CH2:8][N:7]([C:10]([C:12]2[CH:20]=[CH:19][C:18]3[N:17]([CH2:33][C:34]4[CH:39]=[CH:38][C:37]([S:40][CH3:41])=[CH:36][CH:35]=4)[C:16]4[CH2:21][CH2:22][N:23]([C:25]([O:27][C:28]([CH3:30])([CH3:29])[CH3:31])=[O:26])[CH2:24][C:15]=4[C:14]=3[CH:13]=2)=[O:11])[CH2:6][CH2:5]1, predict the reactants needed to synthesize it. The reactants are: [H-].[Na+].[CH3:3][CH:4]1[CH2:9][CH2:8][N:7]([C:10]([C:12]2[CH:20]=[CH:19][C:18]3[NH:17][C:16]4[CH2:21][CH2:22][N:23]([C:25]([O:27][C:28]([CH3:31])([CH3:30])[CH3:29])=[O:26])[CH2:24][C:15]=4[C:14]=3[CH:13]=2)=[O:11])[CH2:6][CH2:5]1.Cl[CH2:33][C:34]1[CH:39]=[CH:38][C:37]([S:40][CH3:41])=[CH:36][CH:35]=1. (2) Given the product [O:25]1[C:24]2[CH:28]=[CH:29][C:21]([C:18]3([C:16]([NH:15][C:11]4[CH:12]=[C:13]5[C:8](=[CH:9][CH:10]=4)[NH:7][C:6]([C:3]([CH3:4])([CH3:2])[CH2:42][N:40]([CH3:39])[CH3:41])=[CH:14]5)=[O:17])[CH2:20][CH2:19]3)=[CH:22][C:23]=2[O:27][CH2:26]1, predict the reactants needed to synthesize it. The reactants are: N[CH2:2][C:3]([C:6]1[NH:7][C:8]2[C:13]([CH:14]=1)=[CH:12][C:11]([NH:15][C:16]([C:18]1([C:21]3[CH:29]=[CH:28][C:24]4[O:25][CH2:26][O:27][C:23]=4[CH:22]=3)[CH2:20][CH2:19]1)=[O:17])=[CH:10][CH:9]=2)(C)[CH3:4].C(=O)([O-])[O-].[K+].[K+].IC.O.[CH3:39][N:40]([CH:42]=O)[CH3:41]. (3) Given the product [CH2:2]([CH:4]1[C:12]2[C:7](=[CH:8][CH:9]=[CH:10][CH:11]=2)[NH:6][CH2:5]1)[CH3:3], predict the reactants needed to synthesize it. The reactants are: B.[CH:2](=[C:4]1[C:12]2[C:7](=[CH:8][CH:9]=[CH:10][CH:11]=2)[NH:6][C:5]1=O)[CH3:3].CO.Cl. (4) Given the product [N:31]1[N:30]=[CH:29][N:26]2[CH:4]=[CH:5][C:6]([CH:9]3[CH2:10][CH2:11][N:12]([C:15]([O:17][C:18]([CH3:19])([CH3:20])[CH3:21])=[O:16])[CH2:13][CH2:14]3)=[CH:7][C:8]=12, predict the reactants needed to synthesize it. The reactants are: C(C1[CH:8]=[CH:7][C:6]([CH:9]2[CH2:14][CH2:13][N:12]([C:15]([O:17][C:18]([CH3:21])([CH3:20])[CH3:19])=[O:16])[CH2:11][CH2:10]2)=[CH:5][CH:4]=1)#N.BrC1C=C[N:26]2[CH:29]=[N:30][N:31]=C2C=1. (5) Given the product [CH3:23][O:24][C:25]1[CH:32]=[CH:31][C:28]([CH2:29][N:9]2[C:10]3[C:6](=[CH:5][C:4]([N+:1]([O-:3])=[O:2])=[CH:12][CH:11]=3)[C:7](=[O:13])[NH:8]2)=[CH:27][CH:26]=1, predict the reactants needed to synthesize it. The reactants are: [N+:1]([C:4]1[CH:5]=[C:6]2[C:10](=[CH:11][CH:12]=1)[NH:9][NH:8][C:7]2=[O:13])([O-:3])=[O:2].C(N(C(C)C)CC)(C)C.[CH3:23][O:24][C:25]1[CH:32]=[CH:31][C:28]([CH2:29]Cl)=[CH:27][CH:26]=1.